From a dataset of Peptide-MHC class I binding affinity with 185,985 pairs from IEDB/IMGT. Regression. Given a peptide amino acid sequence and an MHC pseudo amino acid sequence, predict their binding affinity value. This is MHC class I binding data. (1) The peptide sequence is AEYKLQQGTF. The MHC is Patr-B2401 with pseudo-sequence Patr-B2401. The binding affinity (normalized) is 0.0832. (2) The peptide sequence is LSARNKLFKR. The MHC is HLA-A33:01 with pseudo-sequence HLA-A33:01. The binding affinity (normalized) is 0.312. (3) The peptide sequence is TFQLLNMIK. The MHC is HLA-A68:01 with pseudo-sequence HLA-A68:01. The binding affinity (normalized) is 0.774. (4) The peptide sequence is APIEHIASM. The MHC is HLA-A01:01 with pseudo-sequence HLA-A01:01. The binding affinity (normalized) is 0.0847. (5) The peptide sequence is IVTDLENRL. The MHC is HLA-A02:03 with pseudo-sequence HLA-A02:03. The binding affinity (normalized) is 0.363. (6) The peptide sequence is VVYGYFIWY. The MHC is HLA-A11:01 with pseudo-sequence HLA-A11:01. The binding affinity (normalized) is 0.394. (7) The peptide sequence is VTSSVSSGY. The MHC is HLA-A01:01 with pseudo-sequence HLA-A01:01. The binding affinity (normalized) is 0.838. (8) The peptide sequence is MAWERGPAL. The MHC is HLA-B15:42 with pseudo-sequence HLA-B15:42. The binding affinity (normalized) is 0.213. (9) The peptide sequence is RVKEKYQHL. The MHC is HLA-A02:03 with pseudo-sequence HLA-A02:03. The binding affinity (normalized) is 0.0597.